From a dataset of Reaction yield outcomes from USPTO patents with 853,638 reactions. Predict the reaction yield, written as a fraction of the theoretical maximum amount of product (1.0 means a 100% yield; for example, 0.34 means a 34% yield). (1) The reactants are C(O[C:6]([N:8]1[CH2:13][CH2:12][N:11]([C:14]2[C:15](=[O:33])[N:16]([CH2:29][CH:30]([CH3:32])[CH3:31])[N:17]=[C:18]([C:21]3[CH:26]=[CH:25][C:24](C)=[C:23](F)[CH:22]=3)[C:19]=2[CH3:20])[CH2:10][CH2:9]1)=O)(C)(C)C.C(N1C(=O)C(C[O:46][S:47]([CH3:50])(=O)=[O:48])=CC(C2C=CC(S(C)(=O)=O)=CC=2)=N1)C(C)C.CN1CCNCC1. No catalyst specified. The product is [CH2:29]([N:16]1[C:15](=[O:33])[C:14]([N:11]2[CH2:12][CH2:13][N:8]([CH3:6])[CH2:9][CH2:10]2)=[C:19]([CH3:20])[C:18]([C:21]2[CH:26]=[CH:25][C:24]([S:47]([CH3:50])(=[O:48])=[O:46])=[CH:23][CH:22]=2)=[N:17]1)[CH:30]([CH3:32])[CH3:31]. The yield is 0.885. (2) The reactants are [Cl:1][C:2]1[C:14]([Cl:15])=[CH:13][CH:12]=[C:11]2[C:3]=1[C:4]1[CH2:5][CH2:6][CH2:7][C:8](=[O:26])[C:9]=1[N:10]2[S:16]([C:19]1[CH:25]=[CH:24][C:22]([CH3:23])=[CH:21][CH:20]=1)(=[O:18])=[O:17].[Li+].[CH3:28][Si]([N-][Si](C)(C)C)(C)C.CI. The catalyst is C1COCC1. The product is [Cl:1][C:2]1[C:14]([Cl:15])=[CH:13][CH:12]=[C:11]2[C:3]=1[C:4]1[CH2:5][CH2:6][CH:7]([CH3:28])[C:8](=[O:26])[C:9]=1[N:10]2[S:16]([C:19]1[CH:20]=[CH:21][C:22]([CH3:23])=[CH:24][CH:25]=1)(=[O:18])=[O:17]. The yield is 0.320. (3) The reactants are Cl[C:2]1[C:7]2[CH2:8][CH2:9][CH2:10][C:6]=2[C:5]([Cl:11])=[N:4][N:3]=1.[Br-].[CH2:13]([Zn+])[C:14]1[CH:19]=[CH:18][CH:17]=[CH:16][CH:15]=1.C([O-])(O)=O.[Na+]. The catalyst is C1COCC1.C1C=CC([P]([Pd]([P](C2C=CC=CC=2)(C2C=CC=CC=2)C2C=CC=CC=2)([P](C2C=CC=CC=2)(C2C=CC=CC=2)C2C=CC=CC=2)[P](C2C=CC=CC=2)(C2C=CC=CC=2)C2C=CC=CC=2)(C2C=CC=CC=2)C2C=CC=CC=2)=CC=1. The product is [CH2:13]([C:2]1[C:7]2[CH2:8][CH2:9][CH2:10][C:6]=2[C:5]([Cl:11])=[N:4][N:3]=1)[C:14]1[CH:19]=[CH:18][CH:17]=[CH:16][CH:15]=1. The yield is 0.760. (4) The reactants are [CH3:1][C@:2]12[CH2:19][CH2:18][C@H:17]3[C@@H:7]([C@@H:8]([OH:21])[CH:9]=[C:10]4[C@:15]3([CH3:16])[CH2:14][CH2:13][C@H:12]([OH:20])[CH2:11]4)[C@@H:6]1[CH2:5][CH2:4][C:3]2=[O:22].[CH3:23][Si:24](N[Si:24]([CH3:26])([CH3:25])[CH3:23])([CH3:26])[CH3:25]. The catalyst is S1(C2C(=CC=CC=2)C(=O)N1)(=O)=O.C(#N)C. The product is [CH3:23][Si:24]([CH3:26])([CH3:25])[O:20][C@H:12]1[CH2:13][CH2:14][C@@:15]2([CH3:16])[C:10](=[CH:9][C@H:8]([O:21][Si:24]([CH3:26])([CH3:25])[CH3:23])[C@@H:7]3[C@@H:17]2[CH2:18][CH2:19][C@@:2]2([CH3:1])[C@H:6]3[CH2:5][CH2:4][C:3]2=[O:22])[CH2:11]1. The yield is 0.810. (5) The reactants are [Al].Br[C:3]1[C:4]([O:29][CH3:30])=[CH:5][C:6]2[N:7]([CH2:19][CH2:20][CH:21]([CH3:28])[CH2:22][CH2:23][CH2:24][CH:25]([CH3:27])[CH3:26])[C:8]3[C:13]([C:14]=2[CH:15]=1)=[CH:12][C:11](Br)=[C:10]([O:17][CH3:18])[CH:9]=3.CC1(C)C(C)(C)OB([C:39]2[CH:44]=[CH:43][CH:42]=[CH:41][CH:40]=2)O1.C(=O)([O-])[O-].[K+].[K+]. The catalyst is C1(C)C=CC=CC=1. The product is [CH3:28][CH:21]([CH2:22][CH2:23][CH2:24][CH:25]([CH3:27])[CH3:26])[CH2:20][CH2:19][N:7]1[C:8]2[CH:9]=[C:10]([O:17][CH3:18])[C:11]([C:3]3[CH:4]=[CH:5][CH:6]=[CH:14][CH:15]=3)=[CH:12][C:13]=2[C:14]2[C:6]1=[CH:5][C:4]([O:29][CH3:30])=[C:3]([C:39]1[CH:40]=[CH:41][CH:42]=[CH:43][CH:44]=1)[CH:15]=2. The yield is 0.810.